Dataset: Catalyst prediction with 721,799 reactions and 888 catalyst types from USPTO. Task: Predict which catalyst facilitates the given reaction. (1) Reactant: [C:1]([C:4]1[S:8][CH:7]=[C:6]([C:9]2[C:13]3[C:14](=[O:22])[NH:15][CH:16]=[C:17]([C:18](OC)=[O:19])[C:12]=3[N:11]([CH:23]3[CH2:27][CH2:26][CH2:25][CH2:24]3)[CH:10]=2)[CH:5]=1)(=[O:3])[NH2:2].C1COCC1.CO.[BH4-].[Li+]. Product: [CH:23]1([N:11]2[C:12]3[C:17]([CH2:18][OH:19])=[CH:16][NH:15][C:14](=[O:22])[C:13]=3[C:9]([C:6]3[CH:5]=[C:4]([C:1]([NH2:2])=[O:3])[S:8][CH:7]=3)=[CH:10]2)[CH2:24][CH2:25][CH2:26][CH2:27]1. The catalyst class is: 6. (2) Product: [OH:43][C@H:10]([CH3:11])[C:9]([C:12]1[C:21]2[C:16](=[CH:17][CH:18]=[CH:19][CH:20]=2)[CH:15]=[CH:14][CH:13]=1)=[O:8]. The catalyst class is: 371. Reactant: C([Si]([O:8]/[C:9](/[C:12]1[C:21]2[C:16](=[CH:17][CH:18]=[CH:19][CH:20]=2)[CH:15]=[CH:14][CH:13]=1)=[CH:10]\[CH3:11])(C)C)(C)(C)C.CC[C@@H]1[C@@H]2C[C@H]([C@@H](OC3C4C(=CC=CC=4)C(O[C@@H](C4C=CN=C5C=4C=C(OC)C=C5)[C@@H]4N5C[C@H](CC)[C@@H](CC5)C4)=NN=3)C3C=CN=C4C=3C=C([O:43]C)C=C4)N(CC2)C1.CS(N)(=O)=O. (3) Reactant: [Si:1]([O:18][CH2:19][CH2:20][N:21]([CH2:42][CH:43]([OH:65])[CH2:44][O:45][C:46]([C:59]1[CH:64]=[CH:63][CH:62]=[CH:61][CH:60]=1)([C:53]1[CH:58]=[CH:57][CH:56]=[CH:55][CH:54]=1)[C:47]1[CH:52]=[CH:51][CH:50]=[CH:49][CH:48]=1)[CH2:22][CH2:23][O:24][Si:25]([C:38]([CH3:41])([CH3:40])[CH3:39])([C:32]1[CH:37]=[CH:36][CH:35]=[CH:34][CH:33]=1)[C:26]1[CH:31]=[CH:30][CH:29]=[CH:28][CH:27]=1)([C:14]([CH3:17])([CH3:16])[CH3:15])([C:8]1[CH:13]=[CH:12][CH:11]=[CH:10][CH:9]=1)[C:2]1[CH:7]=[CH:6][CH:5]=[CH:4][CH:3]=1.CCN(CC)CC.[C:73](Cl)(=[O:87])[CH2:74][CH2:75][CH2:76][CH2:77][CH2:78][CH2:79][CH2:80][CH2:81][CH2:82][CH2:83][CH2:84][CH2:85][CH3:86]. Product: [Si:1]([O:18][CH2:19][CH2:20][N:21]([CH2:42][CH:43]([O:65][C:73](=[O:87])[CH2:74][CH2:75][CH2:76][CH2:77][CH2:78][CH2:79][CH2:80][CH2:81][CH2:82][CH2:83][CH2:84][CH2:85][CH3:86])[CH2:44][O:45][C:46]([C:59]1[CH:60]=[CH:61][CH:62]=[CH:63][CH:64]=1)([C:53]1[CH:54]=[CH:55][CH:56]=[CH:57][CH:58]=1)[C:47]1[CH:48]=[CH:49][CH:50]=[CH:51][CH:52]=1)[CH2:22][CH2:23][O:24][Si:25]([C:38]([CH3:39])([CH3:40])[CH3:41])([C:32]1[CH:33]=[CH:34][CH:35]=[CH:36][CH:37]=1)[C:26]1[CH:31]=[CH:30][CH:29]=[CH:28][CH:27]=1)([C:14]([CH3:15])([CH3:16])[CH3:17])([C:2]1[CH:3]=[CH:4][CH:5]=[CH:6][CH:7]=1)[C:8]1[CH:13]=[CH:12][CH:11]=[CH:10][CH:9]=1. The catalyst class is: 79. (4) Reactant: [NH2:1][C@H:2]([C:5]([OH:7])=[O:6])[CH2:3][SH:4].C(=O)([O-])[O-].[Na+].[Na+].Cl[CH2:15][CH2:16][O:17][C:18](=[O:23])[NH:19][CH2:20][CH2:21]Br.[N-:24]=[N+:25]=[N-:26].[Na+]. Product: [NH2:1][C@H:2]([CH2:3][S:4][CH2:21][CH2:20][NH:19][C:18]([O:17][CH2:16][CH2:15][N:24]=[N+:25]=[N-:26])=[O:23])[C:5]([OH:7])=[O:6]. The catalyst class is: 58.